From a dataset of HIV replication inhibition screening data with 41,000+ compounds from the AIDS Antiviral Screen. Binary Classification. Given a drug SMILES string, predict its activity (active/inactive) in a high-throughput screening assay against a specified biological target. (1) The molecule is Cc1nc(C)c(N2CCNCC2)c(O)n1. The result is 0 (inactive). (2) The molecule is C=CC[PH](CC=C)(c1ccccc1)c1ccccc1. The result is 0 (inactive). (3) The molecule is CON(C)c1nc2ccccc2o1. The result is 0 (inactive). (4) The drug is CC1CC(C)(C)N=C(C(C)CC(C)(C)C)O1. The result is 0 (inactive). (5) The molecule is O=C(NNCC(O)COc1ccccc1)c1ccccc1. The result is 0 (inactive). (6) The result is 0 (inactive). The compound is CN1CCN(C(=O)CCNC(=O)Cc2ccc(C(=O)c3ccccc3)cc2)CC1. (7) The result is 1 (active). The drug is CC(C)ON=Cc1cc(NC(=S)OC(C)C)ccc1Cl. (8) The drug is CN(C)c1ncnc2c1ncn2C1OC(CO)C2NP(=O)(N(CCCl)CCCl)OC21. The result is 0 (inactive).